This data is from Full USPTO retrosynthesis dataset with 1.9M reactions from patents (1976-2016). The task is: Predict the reactants needed to synthesize the given product. (1) Given the product [NH2:1][C:2]1[C:7]([C:8]#[N:9])=[C:6]([N:28]2[CH2:33][CH2:32][CH2:31][CH2:30][CH2:29]2)[C:5]([C:12]#[N:13])=[C:4]([S:14][CH2:15][C:16]2[N:17]=[C:18]([C:21]3[CH:22]=[CH:23][C:24]([Cl:27])=[CH:25][CH:26]=3)[S:19][CH:20]=2)[N:3]=1, predict the reactants needed to synthesize it. The reactants are: [NH2:1][C:2]1[C:7]([C:8]#[N:9])=[C:6](SC)[C:5]([C:12]#[N:13])=[C:4]([S:14][CH2:15][C:16]2[N:17]=[C:18]([C:21]3[CH:26]=[CH:25][C:24]([Cl:27])=[CH:23][CH:22]=3)[S:19][CH:20]=2)[N:3]=1.[NH:28]1[CH2:33][CH2:32][CH2:31][CH2:30][CH2:29]1.[Cl-].[NH4+].C(OCC)(=O)C. (2) Given the product [Cl:33][C:30]1[CH:31]=[CH:32][C:27]([N:20]2[C:19]([CH:12]([CH:13]3[CH2:14][CH2:15][CH2:16][CH2:17][CH2:18]3)[CH2:11][S:10][C:7]3[CH:6]=[CH:5][C:4]([C:3]([OH:34])=[O:2])=[CH:9][CH:8]=3)=[C:23]3[CH2:24][CH2:25][CH2:26][C:22]3=[N:21]2)=[CH:28][CH:29]=1, predict the reactants needed to synthesize it. The reactants are: C[O:2][C:3](=[O:34])[C:4]1[CH:9]=[CH:8][C:7]([S:10][CH2:11][CH:12]([C:19]2[N:20]([C:27]3[CH:32]=[CH:31][C:30]([Cl:33])=[CH:29][CH:28]=3)[N:21]=[C:22]3[CH2:26][CH2:25][CH2:24][C:23]=23)[CH:13]2[CH2:18][CH2:17][CH2:16][CH2:15][CH2:14]2)=[CH:6][CH:5]=1.[OH-].[Na+]. (3) The reactants are: Br[C:2]1[CH:24]=[C:23]([F:25])[CH:22]=[CH:21][C:3]=1[O:4][CH2:5][C:6]([N:8]([CH:18]([CH3:20])[CH3:19])[NH:9][C:10](=[O:17])[C:11]1[CH:16]=[CH:15][CH:14]=[CH:13][CH:12]=1)=[O:7].C([O-])([O-])=O.[Na+].[Na+].[Cl:32][C:33]1[CH:38]=[CH:37][C:36](B(O)O)=[CH:35][CH:34]=1. Given the product [Cl:32][C:33]1[CH:38]=[CH:37][C:36]([C:2]2[CH:24]=[C:23]([F:25])[CH:22]=[CH:21][C:3]=2[O:4][CH2:5][C:6]([N:8]([CH:18]([CH3:20])[CH3:19])[NH:9][C:10](=[O:17])[C:11]2[CH:16]=[CH:15][CH:14]=[CH:13][CH:12]=2)=[O:7])=[CH:35][CH:34]=1, predict the reactants needed to synthesize it. (4) Given the product [CH3:19][O:12][C:11]([C:2]1[CH:3]=[CH:4][C:5]2[C:10](=[CH:9][CH:8]=[N:7][CH:6]=2)[N:1]=1)=[O:13], predict the reactants needed to synthesize it. The reactants are: [N:1]1[C:10]2[C:5](=[CH:6][N:7]=[CH:8][CH:9]=2)[CH:4]=[CH:3][C:2]=1[C:11]([OH:13])=[O:12].OS(O)(=O)=O.[CH3:19]O. (5) Given the product [C:1]([O:5][C:6](=[O:28])[NH:7][CH2:8][C:9]1[CH:10]=[CH:11][C:12]([CH2:15][N:16]([CH2:32][CH2:31][C:30]#[N:33])[CH2:17][CH2:18][CH2:19][CH2:20][N:21]([CH2:22][CH2:23][CH3:24])[CH2:25][CH2:26][CH3:27])=[CH:13][CH:14]=1)([CH3:3])([CH3:4])[CH3:2], predict the reactants needed to synthesize it. The reactants are: [C:1]([O:5][C:6](=[O:28])[NH:7][CH2:8][C:9]1[CH:14]=[CH:13][C:12]([CH2:15][NH:16][CH2:17][CH2:18][CH2:19][CH2:20][N:21]([CH2:25][CH2:26][CH3:27])[CH2:22][CH2:23][CH3:24])=[CH:11][CH:10]=1)([CH3:4])([CH3:3])[CH3:2].O.[C:30](#[N:33])[CH:31]=[CH2:32]. (6) Given the product [F:4][C:5]1[CH:10]=[CH:9][C:8]([N:11]2[C:19]3[CH:18]=[CH:17][C:16]([C:21]([OH:30])([CH2:22][CH2:23][C:24]4[CH:25]=[CH:26][CH:27]=[CH:28][CH:29]=4)[CH3:1])([CH3:20])[CH2:15][C:14]=3[CH:13]=[N:12]2)=[CH:7][CH:6]=1, predict the reactants needed to synthesize it. The reactants are: [CH3:1][Mg]Br.[F:4][C:5]1[CH:10]=[CH:9][C:8]([N:11]2[C:19]3[CH:18]=[CH:17][C:16]([C:21](=[O:30])[CH2:22][CH2:23][C:24]4[CH:29]=[CH:28][CH:27]=[CH:26][CH:25]=4)([CH3:20])[CH2:15][C:14]=3[CH:13]=[N:12]2)=[CH:7][CH:6]=1. (7) Given the product [CH3:49][NH:45][C:36](=[O:38])[CH2:35][C:30]1[CH:31]=[CH:32][CH:33]=[CH:34][C:29]=1[CH2:28][CH2:27][C:25]1[C:24]([C:39]([F:42])([F:41])[F:40])=[CH:23][N:22]=[C:21]([NH:20][C:17]2[CH:18]=[CH:19][C:14]([N:11]3[CH2:12][CH2:13][N:8]([C:6]([O:5][C:1]([CH3:3])([CH3:2])[CH3:4])=[O:7])[CH2:9][CH2:10]3)=[CH:15][CH:16]=2)[N:26]=1, predict the reactants needed to synthesize it. The reactants are: [C:1]([O:5][C:6]([N:8]1[CH2:13][CH2:12][N:11]([C:14]2[CH:19]=[CH:18][C:17]([NH:20][C:21]3[N:26]=[C:25]([CH2:27][CH2:28][C:29]4[CH:34]=[CH:33][CH:32]=[CH:31][C:30]=4[CH2:35][C:36]([O-:38])=O)[C:24]([C:39]([F:42])([F:41])[F:40])=[CH:23][N:22]=3)=[CH:16][CH:15]=2)[CH2:10][CH2:9]1)=[O:7])([CH3:4])([CH3:3])[CH3:2].[Li+].O[N:45]1[C:49]2C=CC=CC=2N=N1.CCN=C=NCCCN(C)C.Cl.C(N(CC)C(C)C)(C)C.Cl.CN. (8) Given the product [Cl:9][C:10]1[S:14][C:13]([S:15]([NH:18][C:19]2[C:24]([O:8][CH2:7][C:2]3[CH:3]=[CH:4][CH:5]=[CH:6][N:1]=3)=[N:23][CH:22]=[CH:21][N:20]=2)(=[O:16])=[O:17])=[CH:12][CH:11]=1, predict the reactants needed to synthesize it. The reactants are: [N:1]1[CH:6]=[CH:5][CH:4]=[CH:3][C:2]=1[CH2:7][OH:8].[Cl:9][C:10]1[S:14][C:13]([S:15]([NH:18][C:19]2[C:24](Cl)=[N:23][CH:22]=[CH:21][N:20]=2)(=[O:17])=[O:16])=[CH:12][CH:11]=1. (9) Given the product [CH:12]1([C:15]2[CH:23]=[CH:22][CH:21]=[C:20]([CH2:24][CH3:25])[C:16]=2[C:17]([NH:11][C@@H:7]2[CH2:8][CH2:9][CH2:10][C@@H:6]2[N:1]2[CH2:2][CH2:3][CH2:4][CH2:5]2)=[O:18])[CH2:13][CH2:14]1, predict the reactants needed to synthesize it. The reactants are: [N:1]1([C@H:6]2[CH2:10][CH2:9][CH2:8][C@H:7]2[NH2:11])[CH2:5][CH2:4][CH2:3][CH2:2]1.[CH:12]1([C:15]2[CH:23]=[CH:22][CH:21]=[C:20]([CH2:24][CH3:25])[C:16]=2[C:17](O)=[O:18])[CH2:14][CH2:13]1.